Dataset: NCI-60 drug combinations with 297,098 pairs across 59 cell lines. Task: Regression. Given two drug SMILES strings and cell line genomic features, predict the synergy score measuring deviation from expected non-interaction effect. (1) Drug 1: CN1CCC(CC1)COC2=C(C=C3C(=C2)N=CN=C3NC4=C(C=C(C=C4)Br)F)OC. Drug 2: C1CCC(C(C1)N)N.C(=O)(C(=O)[O-])[O-].[Pt+4]. Cell line: HOP-92. Synergy scores: CSS=31.4, Synergy_ZIP=0.213, Synergy_Bliss=4.60, Synergy_Loewe=6.78, Synergy_HSA=8.29. (2) Cell line: SNB-19. Drug 1: CS(=O)(=O)C1=CC(=C(C=C1)C(=O)NC2=CC(=C(C=C2)Cl)C3=CC=CC=N3)Cl. Synergy scores: CSS=6.49, Synergy_ZIP=-3.59, Synergy_Bliss=-2.47, Synergy_Loewe=-11.7, Synergy_HSA=-4.01. Drug 2: CN(CCCl)CCCl.Cl. (3) Drug 1: C1=CN(C(=O)N=C1N)C2C(C(C(O2)CO)O)O.Cl. Drug 2: CC1C(C(CC(O1)OC2CC(CC3=C2C(=C4C(=C3O)C(=O)C5=CC=CC=C5C4=O)O)(C(=O)C)O)N)O. Cell line: UO-31. Synergy scores: CSS=66.8, Synergy_ZIP=-5.05, Synergy_Bliss=-5.36, Synergy_Loewe=-1.74, Synergy_HSA=-0.348. (4) Drug 2: C1C(C(OC1N2C=NC3=C2NC=NCC3O)CO)O. Synergy scores: CSS=8.33, Synergy_ZIP=-2.23, Synergy_Bliss=-0.109, Synergy_Loewe=-2.56, Synergy_HSA=-2.49. Drug 1: CCN(CC)CCCC(C)NC1=C2C=C(C=CC2=NC3=C1C=CC(=C3)Cl)OC. Cell line: BT-549. (5) Drug 1: C1=CN(C=N1)CC(O)(P(=O)(O)O)P(=O)(O)O. Drug 2: C(CN)CNCCSP(=O)(O)O. Cell line: NCI-H460. Synergy scores: CSS=-3.08, Synergy_ZIP=3.59, Synergy_Bliss=4.23, Synergy_Loewe=-1.55, Synergy_HSA=-0.880. (6) Drug 1: C1=CC=C(C=C1)NC(=O)CCCCCCC(=O)NO. Drug 2: CC1=C(C(=CC=C1)Cl)NC(=O)C2=CN=C(S2)NC3=CC(=NC(=N3)C)N4CCN(CC4)CCO. Cell line: NCI/ADR-RES. Synergy scores: CSS=42.6, Synergy_ZIP=2.25, Synergy_Bliss=3.76, Synergy_Loewe=2.62, Synergy_HSA=2.37. (7) Drug 1: CN1CCC(CC1)COC2=C(C=C3C(=C2)N=CN=C3NC4=C(C=C(C=C4)Br)F)OC. Drug 2: COC1=NC(=NC2=C1N=CN2C3C(C(C(O3)CO)O)O)N. Cell line: K-562. Synergy scores: CSS=21.9, Synergy_ZIP=3.63, Synergy_Bliss=0.777, Synergy_Loewe=-58.4, Synergy_HSA=-4.08. (8) Drug 1: CN1CCC(CC1)COC2=C(C=C3C(=C2)N=CN=C3NC4=C(C=C(C=C4)Br)F)OC. Drug 2: C1CC(=O)NC(=O)C1N2CC3=C(C2=O)C=CC=C3N. Cell line: UACC62. Synergy scores: CSS=6.46, Synergy_ZIP=-3.05, Synergy_Bliss=-0.979, Synergy_Loewe=-0.433, Synergy_HSA=-0.352. (9) Drug 1: C1=NC2=C(N=C(N=C2N1C3C(C(C(O3)CO)O)F)Cl)N. Drug 2: C1CCC(C(C1)N)N.C(=O)(C(=O)[O-])[O-].[Pt+4]. Cell line: PC-3. Synergy scores: CSS=32.9, Synergy_ZIP=-6.84, Synergy_Bliss=-1.38, Synergy_Loewe=-24.2, Synergy_HSA=3.20.